Dataset: NCI-60 drug combinations with 297,098 pairs across 59 cell lines. Task: Regression. Given two drug SMILES strings and cell line genomic features, predict the synergy score measuring deviation from expected non-interaction effect. (1) Drug 1: CN1CCC(CC1)COC2=C(C=C3C(=C2)N=CN=C3NC4=C(C=C(C=C4)Br)F)OC. Drug 2: COCCOC1=C(C=C2C(=C1)C(=NC=N2)NC3=CC=CC(=C3)C#C)OCCOC.Cl. Cell line: HOP-92. Synergy scores: CSS=24.2, Synergy_ZIP=-1.93, Synergy_Bliss=2.33, Synergy_Loewe=4.35, Synergy_HSA=4.45. (2) Drug 1: CC1C(C(CC(O1)OC2CC(CC3=C2C(=C4C(=C3O)C(=O)C5=C(C4=O)C(=CC=C5)OC)O)(C(=O)CO)O)N)O.Cl. Drug 2: CC1=C(N=C(N=C1N)C(CC(=O)N)NCC(C(=O)N)N)C(=O)NC(C(C2=CN=CN2)OC3C(C(C(C(O3)CO)O)O)OC4C(C(C(C(O4)CO)O)OC(=O)N)O)C(=O)NC(C)C(C(C)C(=O)NC(C(C)O)C(=O)NCCC5=NC(=CS5)C6=NC(=CS6)C(=O)NCCC[S+](C)C)O. Cell line: HCT116. Synergy scores: CSS=56.5, Synergy_ZIP=3.03, Synergy_Bliss=2.66, Synergy_Loewe=0.883, Synergy_HSA=7.97. (3) Drug 1: C1=NC2=C(N=C(N=C2N1C3C(C(C(O3)CO)O)O)F)N. Drug 2: C1CN(P(=O)(OC1)NCCCl)CCCl. Cell line: OVCAR-4. Synergy scores: CSS=0.441, Synergy_ZIP=0.108, Synergy_Bliss=0.313, Synergy_Loewe=-1.37, Synergy_HSA=-1.32. (4) Drug 1: CC12CCC3C(C1CCC2O)C(CC4=C3C=CC(=C4)O)CCCCCCCCCS(=O)CCCC(C(F)(F)F)(F)F. Drug 2: CC1=C(C(=O)C2=C(C1=O)N3CC4C(C3(C2COC(=O)N)OC)N4)N. Cell line: CCRF-CEM. Synergy scores: CSS=47.1, Synergy_ZIP=-2.13, Synergy_Bliss=-2.64, Synergy_Loewe=-35.6, Synergy_HSA=-1.81. (5) Drug 1: C1=NC2=C(N=C(N=C2N1C3C(C(C(O3)CO)O)O)F)N. Drug 2: C1=NC2=C(N=C(N=C2N1C3C(C(C(O3)CO)O)F)Cl)N. Cell line: ACHN. Synergy scores: CSS=20.7, Synergy_ZIP=-0.0120, Synergy_Bliss=7.35, Synergy_Loewe=-3.36, Synergy_HSA=6.57. (6) Drug 1: CN1CCC(CC1)COC2=C(C=C3C(=C2)N=CN=C3NC4=C(C=C(C=C4)Br)F)OC. Drug 2: CC1=C(C=C(C=C1)NC(=O)C2=CC=C(C=C2)CN3CCN(CC3)C)NC4=NC=CC(=N4)C5=CN=CC=C5. Cell line: UO-31. Synergy scores: CSS=16.7, Synergy_ZIP=-0.462, Synergy_Bliss=-0.710, Synergy_Loewe=-13.7, Synergy_HSA=-2.77. (7) Drug 1: C#CCC(CC1=CN=C2C(=N1)C(=NC(=N2)N)N)C3=CC=C(C=C3)C(=O)NC(CCC(=O)O)C(=O)O. Drug 2: C1C(C(OC1N2C=NC3=C2NC=NCC3O)CO)O. Cell line: SF-539. Synergy scores: CSS=-3.55, Synergy_ZIP=1.14, Synergy_Bliss=1.23, Synergy_Loewe=-6.36, Synergy_HSA=-2.09. (8) Drug 1: COC1=C(C=C2C(=C1)N=CN=C2NC3=CC(=C(C=C3)F)Cl)OCCCN4CCOCC4. Drug 2: CN1C2=C(C=C(C=C2)N(CCCl)CCCl)N=C1CCCC(=O)O.Cl. Cell line: RPMI-8226. Synergy scores: CSS=19.4, Synergy_ZIP=3.55, Synergy_Bliss=6.09, Synergy_Loewe=-13.2, Synergy_HSA=2.19. (9) Drug 1: C1CN1C2=NC(=NC(=N2)N3CC3)N4CC4. Drug 2: C#CCC(CC1=CN=C2C(=N1)C(=NC(=N2)N)N)C3=CC=C(C=C3)C(=O)NC(CCC(=O)O)C(=O)O. Cell line: NCI/ADR-RES. Synergy scores: CSS=48.0, Synergy_ZIP=-3.72, Synergy_Bliss=-6.95, Synergy_Loewe=-3.93, Synergy_HSA=-4.76. (10) Synergy scores: CSS=-3.16, Synergy_ZIP=2.81, Synergy_Bliss=1.54, Synergy_Loewe=-6.17, Synergy_HSA=-5.86. Drug 2: CCN(CC)CCNC(=O)C1=C(NC(=C1C)C=C2C3=C(C=CC(=C3)F)NC2=O)C. Cell line: SNB-75. Drug 1: CC1=C(C=C(C=C1)C(=O)NC2=CC(=CC(=C2)C(F)(F)F)N3C=C(N=C3)C)NC4=NC=CC(=N4)C5=CN=CC=C5.